From a dataset of Reaction yield outcomes from USPTO patents with 853,638 reactions. Predict the reaction yield, written as a fraction of the theoretical maximum amount of product (1.0 means a 100% yield; for example, 0.34 means a 34% yield). (1) The reactants are [H-].[Al+3].[Li+].[H-].[H-].[H-].C([O:9][C:10]([C:12]1[NH:20][C:19]2[CH2:18][CH2:17][N:16]([CH2:21][CH2:22][N:23]([CH2:26][CH3:27])[CH2:24][CH3:25])[C:15](=[O:28])[C:14]=2[C:13]=1[C:29]([F:32])([F:31])[F:30])=O)C. The catalyst is O1CCCC1. The product is [CH2:26]([N:23]([CH2:24][CH3:25])[CH2:22][CH2:21][N:16]1[CH2:17][CH2:18][C:19]2[NH:20][C:12]([CH2:10][OH:9])=[C:13]([C:29]([F:30])([F:32])[F:31])[C:14]=2[C:15]1=[O:28])[CH3:27]. The yield is 0.834. (2) The reactants are [Br:1][C:2]1[C:3]([F:19])=[CH:4][C:5]([N+:16]([O-])=O)=[C:6]([NH:8][C:9]2[CH:14]=[CH:13][N:12]=[C:11]([NH2:15])[N:10]=2)[CH:7]=1.O.O.[Sn](Cl)Cl. The catalyst is C(O)C. The product is [NH2:16][C:5]1[CH:4]=[C:3]([F:19])[C:2]([Br:1])=[CH:7][C:6]=1[NH:8][C:9]1[CH:14]=[CH:13][N:12]=[C:11]([NH2:15])[N:10]=1. The yield is 0.687. (3) The reactants are [F:1][C:2]1[CH:9]=[CH:8][C:5]([CH:6]=O)=[CH:4][CH:3]=1.[C:10]([O-:13])(=[O:12])[CH3:11].[NH4+:14].C(O)(=O)CC(O)=O. The catalyst is C(O)C. The product is [F:1][C:2]1[CH:9]=[CH:8][C:5]([CH:6]([CH2:11][C:10]([OH:13])=[O:12])[NH2:14])=[CH:4][CH:3]=1. The yield is 0.685. (4) The reactants are [CH2:1]([N:3](CC)CC)C.[CH2:8]1[CH2:12]OC[CH2:9]1.[CH2:13]([C:17]1[CH:22]=[CH:21][C:20]([C:23]2[O:27][N:26]=[C:25]([C:28]3[CH:35]=[CH:34][C:31](C=O)=[CH:30][CH:29]=3)[N:24]=2)=[CH:19][CH:18]=1)[CH:14]([CH3:16])[CH3:15].C(O[BH-]([O:45][C:46](=[O:48])[CH3:47])OC(=O)C)(=O)C.[Na+].[C:50](O)(=O)C.[CH2:54]1[CH2:58]OC[CH2:55]1. The catalyst is CO. The product is [C:54]([O:45][C:46]([C@H:47]1[CH2:12][C@@H:8]([NH:3][CH2:1][C:31]2[CH:34]=[CH:35][C:28]([C:25]3[N:24]=[C:23]([C:20]4[CH:19]=[CH:18][C:17]([CH2:13][CH:14]([CH3:15])[CH3:16])=[CH:22][CH:21]=4)[O:27][N:26]=3)=[CH:29][CH:30]=2)[CH2:9]1)=[O:48])([CH3:55])([CH3:58])[CH3:50]. The yield is 0.440.